From a dataset of Full USPTO retrosynthesis dataset with 1.9M reactions from patents (1976-2016). Predict the reactants needed to synthesize the given product. Given the product [C:19]([O:23][C:24]([NH:26][C@H:27]([C:28]([NH:1][C:2]1[C:3](=[O:18])[N:4]([CH2:8][C:9]([NH:11][CH2:12][CH:13]([CH2:16][CH3:17])[CH2:14][CH3:15])=[O:10])[CH:5]=[CH:6][CH:7]=1)=[O:29])[CH2:31][CH2:32]/[CH:33]=[CH:34]/[C:35]([O:37][CH2:38][CH3:39])=[O:36])=[O:25])([CH3:20])([CH3:21])[CH3:22], predict the reactants needed to synthesize it. The reactants are: [NH2:1][C:2]1[C:3](=[O:18])[N:4]([CH2:8][C:9]([NH:11][CH2:12][CH:13]([CH2:16][CH3:17])[CH2:14][CH3:15])=[O:10])[CH:5]=[CH:6][CH:7]=1.[C:19]([O:23][C:24]([NH:26][C@@H:27]([CH2:31][CH2:32]/[CH:33]=[CH:34]/[C:35]([O:37][CH2:38][CH3:39])=[O:36])[C:28](O)=[O:29])=[O:25])([CH3:22])([CH3:21])[CH3:20].CN(C(ON1N=NC2C=CC=NC1=2)=[N+](C)C)C.F[P-](F)(F)(F)(F)F.CCN(C(C)C)C(C)C.